This data is from Full USPTO retrosynthesis dataset with 1.9M reactions from patents (1976-2016). The task is: Predict the reactants needed to synthesize the given product. (1) Given the product [CH3:17][NH:18][C:19]([CH:21]1[CH2:31][C:25]2[N:26]([CH3:30])[C:27]([CH3:29])=[N:28][C:24]=2[C:23]2[NH:1][C:2]3([CH2:3][C:4]4[C:9](=[CH:8][CH:7]=[CH:6][CH:5]=4)[CH2:10]3)[CH2:11][C:12](=[O:14])[C:22]1=2)=[O:20], predict the reactants needed to synthesize it. The reactants are: [NH2:1][C:2]1([CH2:11][C:12]([O:14]CC)=O)[CH2:10][C:9]2[C:4](=[CH:5][CH:6]=[CH:7][CH:8]=2)[CH2:3]1.[CH3:17][NH:18][C:19]([CH:21]1[CH2:31][C:25]2[N:26]([CH3:30])[C:27]([CH3:29])=[N:28][C:24]=2[C:23](=O)[CH2:22]1)=[O:20].O.C1(C)C=CC(S(O)(=O)=O)=CC=1. (2) Given the product [NH2:9][C:5]1[CH2:6][O:7][CH2:8][C:2]([F:1])([F:20])[C@@:3]2([C:18]3[C:13](=[CH:14][CH:15]=[C:16]([NH:19][C:29](=[O:30])[C:26]4[CH:25]=[CH:24][C:23]([C:21]#[N:22])=[CH:28][N:27]=4)[CH:17]=3)[O:12][CH2:11][CH2:10]2)[N:4]=1, predict the reactants needed to synthesize it. The reactants are: [F:1][C:2]1([F:20])[CH2:8][O:7][CH2:6][C:5]([NH2:9])=[N:4][C@@:3]21[C:18]1[C:13](=[CH:14][CH:15]=[C:16]([NH2:19])[CH:17]=1)[O:12][CH2:11][CH2:10]2.[C:21]([C:23]1[CH:24]=[CH:25][C:26]([C:29](O)=[O:30])=[N:27][CH:28]=1)#[N:22]. (3) Given the product [CH2:1]([O:3][C:4]([N:6]1[CH2:7][CH2:8][N:9]([C:12](=[O:34])[C@@H:13]([NH:19][C:20]([C:22]2[CH:31]=[C:30]([O:32][CH2:42][C:43](=[O:44])[N:45]3[CH2:49][CH2:48][CH2:47][C:46]3=[O:50])[C:29]3[C:24](=[CH:25][C:26]([CH3:33])=[CH:27][CH:28]=3)[N:23]=2)=[O:21])[CH2:14][CH2:15][C:16]([O:18][C:26]([CH3:33])([CH3:27])[CH3:25])=[O:17])[CH2:10][CH2:11]1)=[O:5])[CH3:2], predict the reactants needed to synthesize it. The reactants are: [CH2:1]([O:3][C:4]([N:6]1[CH2:11][CH2:10][N:9]([C:12](=[O:34])[C@@H:13]([NH:19][C:20]([C:22]2[CH:31]=[C:30]([OH:32])[C:29]3[C:24](=[CH:25][C:26]([CH3:33])=[CH:27][CH:28]=3)[N:23]=2)=[O:21])[CH2:14][CH2:15][C:16]([OH:18])=[O:17])[CH2:8][CH2:7]1)=[O:5])[CH3:2].C(=O)([O-])[O-].[Cs+].[Cs+].Cl[CH2:42][C:43]([N:45]1[CH2:49][CH2:48][CH2:47][C:46]1=[O:50])=[O:44]. (4) Given the product [C:15]([NH:14][CH2:13][CH2:12][C:11]1[C:7]2[CH:6]=[C:5]([C:3]([NH2:21])=[O:2])[CH:19]=[CH:18][C:8]=2[O:9][CH:10]=1)(=[O:17])[CH3:16], predict the reactants needed to synthesize it. The reactants are: C[O:2][C:3]([C:5]1[CH:19]=[CH:18][C:8]2[O:9][CH:10]=[C:11]([CH2:12][CH2:13][NH:14][C:15](=[O:17])[CH3:16])[C:7]=2[CH:6]=1)=O.[OH-].[NH4+:21].